This data is from Full USPTO retrosynthesis dataset with 1.9M reactions from patents (1976-2016). The task is: Predict the reactants needed to synthesize the given product. (1) Given the product [Cl:17][C:18]1[CH:19]=[C:20]([C:21]2[O:14][C:13]([C:3]3[C:4]([C:7]4[CH:12]=[CH:11][CH:10]=[CH:9][CH:8]=4)=[N:5][O:6][C:2]=3[CH3:1])=[N:15][N:16]=2)[CH:24]=[CH:25][N:26]=1, predict the reactants needed to synthesize it. The reactants are: [CH3:1][C:2]1[O:6][N:5]=[C:4]([C:7]2[CH:12]=[CH:11][CH:10]=[CH:9][CH:8]=2)[C:3]=1[C:13]([NH:15][NH2:16])=[O:14].[Cl:17][C:18]1[CH:19]=[C:20]([CH:24]=[CH:25][N:26]=1)[C:21](O)=O. (2) Given the product [F:28][C:21]1[CH:22]=[CH:23][CH:24]=[C:25]([O:26][CH3:27])[C:20]=1[CH2:19][O:1][C:2]1[C:3]2[N:4]([C:9]([C:13]([O:15][CH2:16][CH3:17])=[O:14])=[C:10]([CH3:12])[N:11]=2)[CH:5]=[C:6]([CH3:8])[CH:7]=1, predict the reactants needed to synthesize it. The reactants are: [OH:1][C:2]1[C:3]2[N:4]([C:9]([C:13]([O:15][CH2:16][CH3:17])=[O:14])=[C:10]([CH3:12])[N:11]=2)[CH:5]=[C:6]([CH3:8])[CH:7]=1.Br[CH2:19][C:20]1[C:25]([O:26][CH3:27])=[CH:24][CH:23]=[CH:22][C:21]=1[F:28].C(=O)([O-])[O-].[Cs+].[Cs+].O. (3) Given the product [F:13][C:14]1[CH:19]=[CH:18][CH:17]=[C:16]([F:20])[C:15]=1[S:21]([NH:1][C:2]1[CH:3]=[CH:4][C:5]([F:12])=[C:6]([CH:11]=1)[C:7]([O:9][CH3:10])=[O:8])(=[O:23])=[O:22], predict the reactants needed to synthesize it. The reactants are: [NH2:1][C:2]1[CH:3]=[CH:4][C:5]([F:12])=[C:6]([CH:11]=1)[C:7]([O:9][CH3:10])=[O:8].[F:13][C:14]1[CH:19]=[CH:18][CH:17]=[C:16]([F:20])[C:15]=1[S:21](Cl)(=[O:23])=[O:22]. (4) Given the product [ClH:61].[CH:1]([NH:14][CH2:15][C:16]([NH:54][CH2:53][CH2:52][CH:51]([C:45]1[CH:50]=[CH:49][CH:48]=[CH:47][CH:46]=1)[C:55]1[CH:60]=[CH:59][CH:58]=[CH:57][CH:56]=1)=[O:18])([C:2]1[CH:3]=[CH:4][CH:5]=[CH:6][CH:7]=1)[C:8]1[CH:9]=[CH:10][CH:11]=[CH:12][CH:13]=1, predict the reactants needed to synthesize it. The reactants are: [CH:1]([NH:14][CH2:15][C:16]([OH:18])=O)([C:8]1[CH:13]=[CH:12][CH:11]=[CH:10][CH:9]=1)[C:2]1[CH:7]=[CH:6][CH:5]=[CH:4][CH:3]=1.C(N(CC)CC)C.C1C=CC2N(O)N=NC=2C=1.CC(C)N=C=NC(C)C.[C:45]1([CH:51]([C:55]2[CH:60]=[CH:59][CH:58]=[CH:57][CH:56]=2)[CH2:52][CH2:53][NH2:54])[CH:50]=[CH:49][CH:48]=[CH:47][CH:46]=1.[ClH:61].O1CCOCC1. (5) Given the product [NH2:20][C:21]1[O:13][C:12]([C:11]2[CH:16]=[CH:17][N:18]=[CH:19][C:10]=2[NH:9][C:3]2[CH:4]=[CH:5][C:6]([I:8])=[CH:7][C:2]=2[F:1])=[N:14][N:15]=1, predict the reactants needed to synthesize it. The reactants are: [F:1][C:2]1[CH:7]=[C:6]([I:8])[CH:5]=[CH:4][C:3]=1[NH:9][C:10]1[CH:19]=[N:18][CH:17]=[CH:16][C:11]=1[C:12]([NH:14][NH2:15])=[O:13].[N:20]1(C(=N)N2C=CN=C2)C=CN=[CH:21]1. (6) Given the product [CH2:1]([O:3][C:4]([C:6]1[CH:10]=[C:9]([CH3:11])[N:8]([CH:12]([C:14]2[CH:19]=[C:18]([Cl:20])[CH:17]=[CH:16][C:15]=2[O:21][CH2:29][CH:30]([CH3:32])[CH3:31])[CH3:13])[N:7]=1)=[O:5])[CH3:2], predict the reactants needed to synthesize it. The reactants are: [CH2:1]([O:3][C:4]([C:6]1[CH:10]=[C:9]([CH3:11])[N:8]([CH:12]([C:14]2[CH:19]=[C:18]([Cl:20])[CH:17]=[CH:16][C:15]=2[OH:21])[CH3:13])[N:7]=1)=[O:5])[CH3:2].C([O-])([O-])=O.[K+].[K+].Br[CH2:29][CH:30]([CH3:32])[CH3:31]. (7) Given the product [Cl:26][C:27]1[CH:32]=[CH:31][C:30]([N:1]([C@H:2]2[C:11]3[C:6](=[CH:7][CH:8]=[CH:9][CH:10]=3)[N:5]([C:12]([C:14]3[CH:24]=[CH:23][C:17]4[N:18]([CH3:22])[CH2:19][CH2:20][O:21][C:16]=4[CH:15]=3)=[O:13])[C@@H:4]([CH3:25])[CH2:3]2)[C:43](=[O:45])[CH3:44])=[CH:29][CH:28]=1, predict the reactants needed to synthesize it. The reactants are: [NH2:1][C@H:2]1[C:11]2[C:6](=[CH:7][CH:8]=[CH:9][CH:10]=2)[N:5]([C:12]([C:14]2[CH:24]=[CH:23][C:17]3[N:18]([CH3:22])[CH2:19][CH2:20][O:21][C:16]=3[CH:15]=2)=[O:13])[C@@H:4]([CH3:25])[CH2:3]1.[Cl:26][C:27]1[CH:32]=[CH:31][C:30](B(O)O)=[CH:29][CH:28]=1.C(N(CC)CC)C.[C:43](OCC)(=[O:45])[CH3:44].